This data is from Full USPTO retrosynthesis dataset with 1.9M reactions from patents (1976-2016). The task is: Predict the reactants needed to synthesize the given product. (1) Given the product [C:32]1([CH:38]([N:28]2[C:29]3[C:25](=[CH:24][C:23]([O:22][CH2:21][CH2:20][C:17]4[CH:16]=[CH:15][C:14]5[CH2:13][CH2:12][CH2:11][NH:10][C:19]=5[N:18]=4)=[CH:31][CH:30]=3)[CH:26]=[CH:27]2)[CH2:39][C:40]([OH:42])=[O:41])[CH:33]=[CH:34][CH:35]=[CH:36][CH:37]=1, predict the reactants needed to synthesize it. The reactants are: [F-].[Cs+].C(OC([N:10]1[C:19]2[C:14](=[CH:15][CH:16]=[C:17]([CH2:20][CH2:21][O:22][C:23]3[CH:24]=[C:25]4[C:29](=[CH:30][CH:31]=3)[NH:28][CH:27]=[CH:26]4)[N:18]=2)[CH2:13][CH2:12][CH2:11]1)=O)(C)(C)C.[C:32]1([C:38]#[C:39][C:40]([O:42]CC)=[O:41])[CH:37]=[CH:36][CH:35]=[CH:34][CH:33]=1. (2) Given the product [Cl:23][C:24]1[CH:29]=[CH:28][CH:27]=[C:26]([F:30])[C:25]=1[C:31]1[C:35]([C:36]([NH:1][CH2:2][CH2:3][CH2:4][N:5]2[CH2:10][CH2:9][CH:8]([C:11]3[CH:16]=[CH:15][CH:14]=[C:13]([NH:17][C:18](=[O:22])[CH:19]([CH3:20])[CH3:21])[CH:12]=3)[CH2:7][CH2:6]2)=[O:37])=[C:34]([CH3:39])[O:33][N:32]=1, predict the reactants needed to synthesize it. The reactants are: [NH2:1][CH2:2][CH2:3][CH2:4][N:5]1[CH2:10][CH2:9][CH:8]([C:11]2[CH:12]=[C:13]([NH:17][C:18](=[O:22])[CH:19]([CH3:21])[CH3:20])[CH:14]=[CH:15][CH:16]=2)[CH2:7][CH2:6]1.[Cl:23][C:24]1[CH:29]=[CH:28][CH:27]=[C:26]([F:30])[C:25]=1[C:31]1[C:35]([C:36](Cl)=[O:37])=[C:34]([CH3:39])[O:33][N:32]=1. (3) Given the product [Br:1][C:2]1[CH:7]=[CH:6][C:5]([C:12]#[N:13])=[C:4]([F:9])[C:3]=1[CH3:10], predict the reactants needed to synthesize it. The reactants are: [Br:1][C:2]1[CH:7]=[CH:6][C:5](I)=[C:4]([F:9])[C:3]=1[CH3:10].O.[CH3:12][N:13](C=O)C.